Predict the product of the given reaction. From a dataset of Forward reaction prediction with 1.9M reactions from USPTO patents (1976-2016). (1) Given the reactants Cl.Cl.[C:3]([C:7]1[CH:12]=[CH:11][CH:10]=[CH:9][C:8]=1[N:13]1[CH2:18][CH2:17][NH:16][CH2:15][CH2:14]1)([CH3:6])([CH3:5])[CH3:4].[N+:19]([C:22]1[CH:30]=[CH:29][C:25]([C:26](Cl)=[O:27])=[CH:24][CH:23]=1)([O-])=O.C(N(CC)CC)C.O, predict the reaction product. The product is: [C:3]([C:7]1[CH:12]=[CH:11][CH:10]=[CH:9][C:8]=1[N:13]1[CH2:18][CH2:17][N:16]([C:26]([C:25]2[CH:29]=[CH:30][C:22]([NH2:19])=[CH:23][CH:24]=2)=[O:27])[CH2:15][CH2:14]1)([CH3:6])([CH3:4])[CH3:5]. (2) The product is: [F:23][C:17]1[C:18]([F:22])=[CH:19][CH:20]=[CH:21][C:16]=1[CH:15]1[C:14]([CH3:24])=[C:13]([OH:25])[C:12](=[O:26])[N:11]1[C:9]1[CH:8]=[CH:7][C:6]2[N:2]([C:39]([O:38][C:35]([CH3:37])([CH3:36])[CH3:34])=[O:40])[CH:3]=[N:4][C:5]=2[CH:10]=1. Given the reactants Cl.[NH:2]1[C:6]2[CH:7]=[CH:8][C:9]([N:11]3[CH:15]([C:16]4[CH:21]=[CH:20][CH:19]=[C:18]([F:22])[C:17]=4[F:23])[C:14]([CH3:24])=[C:13]([OH:25])[C:12]3=[O:26])=[CH:10][C:5]=2[N:4]=[CH:3]1.C(N(CC)CC)C.[CH3:34][C:35]([O:38][C:39](O[C:39]([O:38][C:35]([CH3:37])([CH3:36])[CH3:34])=[O:40])=[O:40])([CH3:37])[CH3:36], predict the reaction product. (3) Given the reactants C1C=C(Cl)C=C(C(OO)=O)C=1.[C:12]([O:16][C:17]([O:19][N:20]([CH2:27][CH2:28][CH2:29][CH2:30][N:31]1[C:43]2[C:42]3[CH:41]=[CH:40][CH:39]=[CH:38][C:37]=3[N:36]=[CH:35][C:34]=2[N:33]=[C:32]1[CH2:44][CH2:45][CH3:46])[C:21](=[O:26])[C:22]([CH3:25])([CH3:24])[CH3:23])=[O:18])([CH3:15])([CH3:14])[CH3:13].[OH-].[NH4+:48].C1(S(Cl)(=O)=O)C=CC=CC=1, predict the reaction product. The product is: [NH2:48][C:35]1[C:34]2[N:33]=[C:32]([CH2:44][CH2:45][CH3:46])[N:31]([CH2:30][CH2:29][CH2:28][CH2:27][N:20]([O:19][C:17]([O:16][C:12]([CH3:13])([CH3:14])[CH3:15])=[O:18])[C:21](=[O:26])[C:22]([CH3:24])([CH3:23])[CH3:25])[C:43]=2[C:42]2[CH:41]=[CH:40][CH:39]=[CH:38][C:37]=2[N:36]=1. (4) Given the reactants [NH:1]1[C:5](=[O:6])[C:4]2([C:14]3[CH:13]=[CH:12][S:11][C:10]=3[CH2:9][CH2:8][CH2:7]2)[NH:3][C:2]1=O.COC1C=CC(P2(=S)SP(=S)(C3C=CC(OC)=CC=3)[S:25]2)=CC=1, predict the reaction product. The product is: [S:25]=[C:2]1[NH:3][C:4]2([C:14]3[CH:13]=[CH:12][S:11][C:10]=3[CH2:9][CH2:8][CH2:7]2)[C:5](=[O:6])[NH:1]1. (5) Given the reactants [C:1]1([C:8]2[CH:13]=[CH:12][CH:11]=[CH:10][CH:9]=2)[CH:6]=[CH:5][C:4]([NH2:7])=[CH:3][CH:2]=1.C(OC([NH:21][CH2:22][CH2:23][CH2:24][CH2:25][C@@H:26]([NH:30][C:31]([O:33][CH2:34][CH:35]1[C:47]2[CH:46]=[CH:45][CH:44]=[CH:43][C:42]=2[C:41]2[C:36]1=[CH:37][CH:38]=[CH:39][CH:40]=2)=[O:32])[C:27](O)=[O:28])=O)(C)(C)C, predict the reaction product. The product is: [CH:37]1[C:36]2[CH:35]([CH2:34][O:33][C:31](=[O:32])[NH:30][C@@H:26]([C:27](=[O:28])[NH:7][C:4]3[CH:3]=[CH:2][C:1]([C:8]4[CH:13]=[CH:12][CH:11]=[CH:10][CH:9]=4)=[CH:6][CH:5]=3)[CH2:25][CH2:24][CH2:23][CH2:22][NH2:21])[C:47]3[C:42](=[CH:43][CH:44]=[CH:45][CH:46]=3)[C:41]=2[CH:40]=[CH:39][CH:38]=1. (6) Given the reactants [Cl:1][C:2]1[CH:7]=[CH:6][C:5]([CH:8]2[C:12]3[N:13]([CH:24]([CH3:26])[CH3:25])[C:14]([C:16]4[C:17]([O:22][CH3:23])=[N:18][CH:19]=[CH:20][CH:21]=4)=[N:15][C:11]=3[C:10](=[O:27])[N:9]2[C:28]2[N:33]=[C:32]3[N:34]([CH3:37])[N:35]=[N:36][C:31]3=[C:30]([CH3:38])[CH:29]=2)=[CH:4][CH:3]=1, predict the reaction product. The product is: [Cl:1][C:2]1[CH:7]=[CH:6][C:5]([C@@H:8]2[C:12]3[N:13]([CH:24]([CH3:26])[CH3:25])[C:14]([C:16]4[C:17]([O:22][CH3:23])=[N:18][CH:19]=[CH:20][CH:21]=4)=[N:15][C:11]=3[C:10](=[O:27])[N:9]2[C:28]2[N:33]=[C:32]3[N:34]([CH3:37])[N:35]=[N:36][C:31]3=[C:30]([CH3:38])[CH:29]=2)=[CH:4][CH:3]=1. (7) Given the reactants [Cl:1][C:2]1[N:7]=[CH:6][C:5]2[CH:8]=[N:9][NH:10][C:4]=2[CH:3]=1.[O:11]1[CH:16]=[CH:15][CH2:14][CH2:13][CH2:12]1.C1(C)C=CC(S(O)(=O)=O)=CC=1, predict the reaction product. The product is: [Cl:1][C:2]1[N:7]=[CH:6][C:5]2[CH:8]=[N:9][N:10]([CH:12]3[CH2:13][CH2:14][CH2:15][CH2:16][O:11]3)[C:4]=2[CH:3]=1. (8) Given the reactants [CH2:1]([NH:8][CH2:9][CH:10]([NH:20][CH:21]([CH:29]([CH3:31])[CH3:30])[C:22]([O:24][C:25]([CH3:28])([CH3:27])[CH3:26])=[O:23])[CH2:11][C:12]1[CH:17]=[CH:16][C:15]([O:18][CH3:19])=[CH:14][CH:13]=1)[C:2]1[CH:7]=[CH:6][CH:5]=[CH:4][CH:3]=1.C(N(CC)CC)C.Cl[C:40](Cl)([O:42]C(=O)OC(Cl)(Cl)Cl)Cl, predict the reaction product. The product is: [CH2:1]([N:8]1[CH2:9][CH:10]([CH2:11][C:12]2[CH:13]=[CH:14][C:15]([O:18][CH3:19])=[CH:16][CH:17]=2)[N:20]([CH:21]([CH:29]([CH3:31])[CH3:30])[C:22]([O:24][C:25]([CH3:26])([CH3:28])[CH3:27])=[O:23])[C:40]1=[O:42])[C:2]1[CH:3]=[CH:4][CH:5]=[CH:6][CH:7]=1. (9) Given the reactants [Cl:1][C:2]1[CH:3]=[CH:4][C:5]([OH:23])=[C:6]([CH:22]=1)[C:7]([NH:9][C@H:10]([C:12]1[CH:21]=[CH:20][C:15]([C:16]([O:18][CH3:19])=[O:17])=[CH:14][CH:13]=1)[CH3:11])=[O:8].[F:24][C:25]1[CH:30]=[CH:29][CH:28]=[CH:27][C:26]=1[CH2:31][CH2:32]O, predict the reaction product. The product is: [Cl:1][C:2]1[CH:3]=[CH:4][C:5]([O:23][CH2:32][CH2:31][C:26]2[CH:27]=[CH:28][CH:29]=[CH:30][C:25]=2[F:24])=[C:6]([CH:22]=1)[C:7]([NH:9][C@H:10]([C:12]1[CH:21]=[CH:20][C:15]([C:16]([O:18][CH3:19])=[O:17])=[CH:14][CH:13]=1)[CH3:11])=[O:8].